This data is from Forward reaction prediction with 1.9M reactions from USPTO patents (1976-2016). The task is: Predict the product of the given reaction. (1) Given the reactants C(Cl)Cl.[CH:4]([C:7]1[CH:15]=[CH:14][C:10]([C:11]([OH:13])=[O:12])=[C:9]([O:16][CH2:17][O:18][CH3:19])[CH:8]=1)([CH3:6])[CH3:5].CO.[CH3:22][Si](C=[N+]=[N-])(C)C, predict the reaction product. The product is: [CH:4]([C:7]1[CH:15]=[CH:14][C:10]([C:11]([O:13][CH3:22])=[O:12])=[C:9]([O:16][CH2:17][O:18][CH3:19])[CH:8]=1)([CH3:6])[CH3:5]. (2) Given the reactants [F:1][C:2]([F:33])([F:32])[C:3]1[CH:4]=[C:5]([C@H:13]([O:15][C@H:16]2[O:24][CH2:23][C@@H:19]3[CH2:20][NH:21][CH2:22][C@H:18]3[C@@H:17]2[C:25]2[CH:30]=[CH:29][CH:28]=[CH:27][C:26]=2[CH3:31])[CH3:14])[CH:6]=[C:7]([C:9]([F:12])([F:11])[F:10])[CH:8]=1.[C:34]1(=O)[CH2:39][CH2:38][CH2:37][C:36](=[O:40])[CH2:35]1, predict the reaction product. The product is: [F:33][C:2]([F:1])([F:32])[C:3]1[CH:4]=[C:5]([C@H:13]([O:15][C@H:16]2[O:24][CH2:23][C@@H:19]3[CH2:20][N:21]([C:34]4[CH2:39][CH2:38][CH2:37][C:36](=[O:40])[CH:35]=4)[CH2:22][C@H:18]3[C@@H:17]2[C:25]2[CH:30]=[CH:29][CH:28]=[CH:27][C:26]=2[CH3:31])[CH3:14])[CH:6]=[C:7]([C:9]([F:10])([F:11])[F:12])[CH:8]=1. (3) Given the reactants [C:1]([C:3]1[CH:4]=[C:5]([O:13][CH3:14])[C:6]([C:9]([O:11]C)=[O:10])=[N:7][CH:8]=1)#[N:2].[OH-].[Na+].Cl, predict the reaction product. The product is: [C:1]([C:3]1[CH:4]=[C:5]([O:13][CH3:14])[C:6]([C:9]([OH:11])=[O:10])=[N:7][CH:8]=1)#[N:2]. (4) Given the reactants Cl.[CH3:2][N:3]1[CH:7]=[C:6]([C:8]2[CH:9]=[C:10]3[C:20](=[CH:21][CH:22]=2)[O:19][C:13]2([CH2:18][CH2:17][NH:16][CH2:15][CH2:14]2)[CH2:12][C:11]3=[O:23])[CH:5]=[N:4]1.[CH2:24]([O:26][C:27]1[CH:32]=[C:31]([C:33](O)=[O:34])[CH:30]=[C:29]([O:36][CH2:37][CH3:38])[C:28]=1[C:39]1[CH:44]=[CH:43][C:42]([C:45]([O:47][CH3:48])=[O:46])=[CH:41][CH:40]=1)[CH3:25], predict the reaction product. The product is: [CH2:37]([O:36][C:29]1[CH:30]=[C:31]([C:33]([N:16]2[CH2:15][CH2:14][C:13]3([CH2:12][C:11](=[O:23])[C:10]4[C:20](=[CH:21][CH:22]=[C:8]([C:6]5[CH:5]=[N:4][N:3]([CH3:2])[CH:7]=5)[CH:9]=4)[O:19]3)[CH2:18][CH2:17]2)=[O:34])[CH:32]=[C:27]([O:26][CH2:24][CH3:25])[C:28]=1[C:39]1[CH:40]=[CH:41][C:42]([C:45]([O:47][CH3:48])=[O:46])=[CH:43][CH:44]=1)[CH3:38].